Dataset: Reaction yield outcomes from USPTO patents with 853,638 reactions. Task: Predict the reaction yield, written as a fraction of the theoretical maximum amount of product (1.0 means a 100% yield; for example, 0.34 means a 34% yield). (1) The reactants are [OH-].[Na+].[Cl:3][C:4]1[CH:26]=[CH:25][C:7]([O:8][C:9]2[C:18]3[C:13](=[CH:14][C:15]([O:23][CH3:24])=[C:16]([C:19]([O:21]C)=[O:20])[CH:17]=3)[N:12]=[CH:11][CH:10]=2)=[CH:6][C:5]=1[N+:27]([O-:29])=[O:28].Cl. The catalyst is CO. The product is [Cl:3][C:4]1[CH:26]=[CH:25][C:7]([O:8][C:9]2[C:18]3[C:13](=[CH:14][C:15]([O:23][CH3:24])=[C:16]([C:19]([OH:21])=[O:20])[CH:17]=3)[N:12]=[CH:11][CH:10]=2)=[CH:6][C:5]=1[N+:27]([O-:29])=[O:28]. The yield is 0.931. (2) The reactants are C(N(CC)CC)C.O[CH2:9][CH2:10][N:11]1[CH2:16][CH2:15][N:14]([C:17]2[C:26]3[C:21](=[CH:22][CH:23]=[CH:24][CH:25]=3)[CH:20]=[CH:19][N:18]=2)[CH2:13][CH2:12]1.CS([Cl:31])(=O)=O. The catalyst is CN(C=O)C. The product is [Cl:31][CH2:9][CH2:10][N:11]1[CH2:16][CH2:15][N:14]([C:17]2[C:26]3[C:21](=[CH:22][CH:23]=[CH:24][CH:25]=3)[CH:20]=[CH:19][N:18]=2)[CH2:13][CH2:12]1. The yield is 0.930. (3) The product is [Br:29][C:27]1[CH:28]=[C:23]([NH:1][C:2]2[N:7]=[CH:6][C:5]([N:8]3[CH2:13][CH2:12][N:11]([C:14]([O:16][C:17]([CH3:20])([CH3:19])[CH3:18])=[O:15])[C@H:10]([CH3:21])[CH2:9]3)=[CH:4][CH:3]=2)[C:24](=[O:31])[N:25]([CH3:30])[CH:26]=1. The catalyst is C1C=CC(/C=C/C(/C=C/C2C=CC=CC=2)=O)=CC=1.C1C=CC(/C=C/C(/C=C/C2C=CC=CC=2)=O)=CC=1.C1C=CC(/C=C/C(/C=C/C2C=CC=CC=2)=O)=CC=1.[Pd].[Pd].O1CCOCC1. The reactants are [NH2:1][C:2]1[N:7]=[CH:6][C:5]([N:8]2[CH2:13][CH2:12][N:11]([C:14]([O:16][C:17]([CH3:20])([CH3:19])[CH3:18])=[O:15])[C@H:10]([CH3:21])[CH2:9]2)=[CH:4][CH:3]=1.Br[C:23]1[C:24](=[O:31])[N:25]([CH3:30])[CH:26]=[C:27]([Br:29])[CH:28]=1.C(=O)([O-])[O-].[Cs+].[Cs+].CC1(C)C2C(=C(P(C3C=CC=CC=3)C3C=CC=CC=3)C=CC=2)OC2C(P(C3C=CC=CC=3)C3C=CC=CC=3)=CC=CC1=2. The yield is 0.470. (4) The reactants are [F:1][C:2]1([C:6]2[CH:7]=[N:8][CH:9]=[CH:10][C:11]=2[O:12][CH2:13][C:14]([F:17])([F:16])[F:15])[CH2:5][CH2:4][CH2:3]1.C1C=C(Cl)C=C(C(OO)=[O:26])C=1. The catalyst is ClCCl. The product is [F:1][C:2]1([C:6]2[CH:7]=[N+:8]([O-:26])[CH:9]=[CH:10][C:11]=2[O:12][CH2:13][C:14]([F:15])([F:16])[F:17])[CH2:3][CH2:4][CH2:5]1. The yield is 0.940. (5) The reactants are [F:1][C:2]([F:27])([F:26])[C:3]([N:5]1[CH2:10][CH2:9][CH2:8][C@@H:7]2[C:11]3[CH:12]=[C:13](OS(C(F)(F)F)(=O)=O)[CH:14]=[CH:15][C:16]=3[CH2:17][C@H:6]12)=[O:4].[C:28]1(B(O)O)[CH:33]=[CH:32][CH:31]=[CH:30][CH:29]=1. No catalyst specified. The product is [F:1][C:2]([F:27])([F:26])[C:3]([N:5]1[CH2:10][CH2:9][CH2:8][C@@H:7]2[C:11]3[CH:12]=[C:13]([C:28]4[CH:33]=[CH:32][CH:31]=[CH:30][CH:29]=4)[CH:14]=[CH:15][C:16]=3[CH2:17][C@H:6]12)=[O:4]. The yield is 0.700. (6) The yield is 0.870. The product is [Br:1][C:2]1[CH:7]=[C:6]2[C:5](=[CH:4][CH:3]=1)[N:8]=[C:12]([CH3:13])[C:11]2([CH3:15])[CH3:10]. The reactants are [Br:1][C:2]1[CH:7]=[CH:6][C:5]([NH:8]N)=[CH:4][CH:3]=1.[CH3:10][CH:11]([CH3:15])[C:12](=O)[CH3:13]. No catalyst specified. (7) The reactants are [Cl:1][C:2]1[CH:3]=[C:4]([CH:6]=[CH:7][C:8]=1[O:9][CH2:10][C:11]1[CH:16]=[CH:15][CH:14]=[CH:13][N:12]=1)[NH2:5].Cl.Cl[C:19]1[C:28]2[C:23](=[CH:24][C:25]([O:43][CH3:44])=[C:26]([O:29][CH:30]3[CH2:35][CH2:34][N:33](C(OC(C)(C)C)=O)[CH2:32][CH2:31]3)[CH:27]=2)[N:22]=[CH:21][N:20]=1. The yield is 0.720. The product is [Cl:1][C:2]1[CH:3]=[C:4]([NH:5][C:19]2[C:28]3[C:23](=[CH:24][C:25]([O:43][CH3:44])=[C:26]([O:29][CH:30]4[CH2:31][CH2:32][NH:33][CH2:34][CH2:35]4)[CH:27]=3)[N:22]=[CH:21][N:20]=2)[CH:6]=[CH:7][C:8]=1[O:9][CH2:10][C:11]1[CH:16]=[CH:15][CH:14]=[CH:13][N:12]=1. The catalyst is C(O)(C)C.